Task: Predict the reaction yield, written as a fraction of the theoretical maximum amount of product (1.0 means a 100% yield; for example, 0.34 means a 34% yield).. Dataset: Reaction yield outcomes from USPTO patents with 853,638 reactions (1) The product is [NH2:12][C:7]1[CH:6]=[C:5]([C:15]([F:17])([F:18])[F:16])[C:4]([O:3][CH2:1][CH3:2])=[CH:11][C:8]=1[C:9]#[N:10]. The yield is 0.840. The reactants are [CH2:1]([O:3][C:4]1[C:5]([C:15]([F:18])([F:17])[F:16])=[CH:6][C:7]([N+:12]([O-])=O)=[C:8]([CH:11]=1)[C:9]#[N:10])[CH3:2]. The catalyst is CO.Cl.[Fe]. (2) The reactants are [Cl:1][C:2]1[C:3]([CH3:36])=[C:4]([CH3:35])[C:5]2[N:6]([C:8]([C:29]3[CH:34]=[CH:33][CH:32]=[CH:31][CH:30]=3)=[C:9]([C:11]3[CH:16]=[CH:15][C:14]([C:17]4([NH:21]C(=O)OC(C)(C)C)[CH2:20][CH2:19][CH2:18]4)=[CH:13][CH:12]=3)[N:10]=2)[N:7]=1.Cl.O1CCOCC1.[OH-].[Na+]. The catalyst is C(Cl)Cl.CO. The product is [Cl:1][C:2]1[C:3]([CH3:36])=[C:4]([CH3:35])[C:5]2[N:6]([C:8]([C:29]3[CH:30]=[CH:31][CH:32]=[CH:33][CH:34]=3)=[C:9]([C:11]3[CH:12]=[CH:13][C:14]([C:17]4([NH2:21])[CH2:18][CH2:19][CH2:20]4)=[CH:15][CH:16]=3)[N:10]=2)[N:7]=1. The yield is 0.440. (3) The catalyst is ClCCl. The reactants are [CH2:1]([NH:9][C:10]([C:12]1[CH:13]=[C:14]([C:34]2[CH:39]=[C:38]([CH:40]([CH3:42])[CH3:41])[CH:37]=[CH:36][C:35]=2[O:43][CH3:44])[C:15]([O:26][CH2:27][C:28]2[CH:33]=[CH:32][CH:31]=[CH:30][CH:29]=2)=[CH:16][C:17]=1[O:18][CH2:19][C:20]1[CH:25]=[CH:24][CH:23]=[CH:22][CH:21]=1)=O)[CH2:2][C:3]1[CH:8]=[CH:7][CH:6]=[CH:5][CH:4]=1.P(Cl)(Cl)(Cl)(Cl)Cl.[Si]([N:55]=[N+:56]=[N-:57])(C)(C)C. The product is [CH2:19]([O:18][C:17]1[CH:16]=[C:15]([O:26][CH2:27][C:28]2[CH:33]=[CH:32][CH:31]=[CH:30][CH:29]=2)[C:14]([C:34]2[CH:39]=[C:38]([CH:40]([CH3:42])[CH3:41])[CH:37]=[CH:36][C:35]=2[O:43][CH3:44])=[CH:13][C:12]=1[C:10]1[N:9]([CH2:1][CH2:2][C:3]2[CH:4]=[CH:5][CH:6]=[CH:7][CH:8]=2)[N:57]=[N:56][N:55]=1)[C:20]1[CH:25]=[CH:24][CH:23]=[CH:22][CH:21]=1. The yield is 0.890.